From a dataset of Forward reaction prediction with 1.9M reactions from USPTO patents (1976-2016). Predict the product of the given reaction. (1) The product is: [N+:9]([C:4]1[CH:3]=[C:2]([NH:1][CH2:15][C:14]2[C:17]([F:27])=[C:18]([F:26])[C:19]([C:22]([F:23])([F:25])[F:24])=[C:20]([F:21])[C:13]=2[F:12])[CH:7]=[CH:6][C:5]=1[OH:8])([O-:11])=[O:10]. Given the reactants [NH2:1][C:2]1[CH:7]=[CH:6][C:5]([OH:8])=[C:4]([N+:9]([O-:11])=[O:10])[CH:3]=1.[F:12][C:13]1[C:20]([F:21])=[C:19]([C:22]([F:25])([F:24])[F:23])[C:18]([F:26])=[C:17]([F:27])[C:14]=1[CH2:15]Br, predict the reaction product. (2) Given the reactants [OH-].[Na+].C(O)C.[C:6]([C:9]1[CH:10]=[C:11]([C:15]2[CH:20]=[CH:19][C:18]([CH2:21][CH:22]([NH:36][S:37]([C:40]3[CH:45]=[CH:44][CH:43]=[CH:42][N:41]=3)(=[O:39])=[O:38])[C:23]3[N:28]=[C:27]([NH:29][CH2:30][C:31]([O:33]CC)=[O:32])[CH:26]=[CH:25][CH:24]=3)=[CH:17][CH:16]=2)[CH:12]=[CH:13][CH:14]=1)#[C:7][CH3:8].Cl, predict the reaction product. The product is: [C:6]([C:9]1[CH:10]=[C:11]([C:15]2[CH:16]=[CH:17][C:18]([CH2:21][CH:22]([NH:36][S:37]([C:40]3[CH:45]=[CH:44][CH:43]=[CH:42][N:41]=3)(=[O:38])=[O:39])[C:23]3[N:28]=[C:27]([NH:29][CH2:30][C:31]([OH:33])=[O:32])[CH:26]=[CH:25][CH:24]=3)=[CH:19][CH:20]=2)[CH:12]=[CH:13][CH:14]=1)#[C:7][CH3:8].